Dataset: Peptide-MHC class I binding affinity with 185,985 pairs from IEDB/IMGT. Task: Regression. Given a peptide amino acid sequence and an MHC pseudo amino acid sequence, predict their binding affinity value. This is MHC class I binding data. (1) The peptide sequence is PVRKAAYPA. The MHC is Patr-A0101 with pseudo-sequence Patr-A0101. The binding affinity (normalized) is 0. (2) The peptide sequence is MPTYKHLIM. The MHC is HLA-B08:01 with pseudo-sequence HLA-B08:01. The binding affinity (normalized) is 1.00.